This data is from Full USPTO retrosynthesis dataset with 1.9M reactions from patents (1976-2016). The task is: Predict the reactants needed to synthesize the given product. (1) Given the product [NH2:26][C:19]1[C:18]2[N:17]=[C:16]([CH3:27])[N:15]([CH2:14][CH2:13][NH:12][C:3](=[O:4])[N:2]([CH3:1])[C:6]3[CH:11]=[CH:10][CH:9]=[CH:8][CH:7]=3)[C:23]=2[C:22]([CH3:24])=[C:21]([CH3:25])[N:20]=1, predict the reactants needed to synthesize it. The reactants are: [CH3:1][N:2]([C:6]1[CH:11]=[CH:10][CH:9]=[CH:8][CH:7]=1)[C:3](Cl)=[O:4].[NH2:12][CH2:13][CH2:14][N:15]1[C:23]2[C:22]([CH3:24])=[C:21]([CH3:25])[N:20]=[C:19]([NH2:26])[C:18]=2[N:17]=[C:16]1[CH3:27]. (2) Given the product [CH:21]1([NH:20][C:19]([NH:18][CH:12]2[CH2:13][CH2:14][CH2:15][CH2:16][CH2:17]2)=[O:3])[CH2:26][CH2:25][CH2:24][CH2:23][CH2:22]1, predict the reactants needed to synthesize it. The reactants are: C1OC2C(=CSC=2)[O:3]C1CO.[CH:12]1([N:18]=[C:19]=[N:20][CH:21]2[CH2:26][CH2:25][CH2:24][CH2:23][CH2:22]2)[CH2:17][CH2:16][CH2:15][CH2:14][CH2:13]1.BrC1C=CC(C2C=CC(OC(CCC)C(O)=O)=CC=2)=CC=1. (3) Given the product [CH2:1]([C:3]1[C:4]([O:37][CH2:43][C:42]2[CH:45]=[CH:46][C:39]([F:38])=[CH:40][CH:41]=2)=[C:5]([CH:26]=[CH:27][C:28]=1[O:29][S:30]([C:33]([F:35])([F:34])[F:36])(=[O:31])=[O:32])[O:6][C:7]1[C:8]([CH3:25])=[CH:9][C:10]([NH:16][C:17](=[O:24])[CH2:18][C:19]([O:21][CH2:22][CH3:23])=[O:20])=[C:11]2[C:15]=1[CH2:14][CH2:13][CH2:12]2)[CH3:2], predict the reactants needed to synthesize it. The reactants are: [CH2:1]([C:3]1[C:4]([OH:37])=[C:5]([CH:26]=[CH:27][C:28]=1[O:29][S:30]([C:33]([F:36])([F:35])[F:34])(=[O:32])=[O:31])[O:6][C:7]1[C:8]([CH3:25])=[CH:9][C:10]([NH:16][C:17](=[O:24])[CH2:18][C:19]([O:21][CH2:22][CH3:23])=[O:20])=[C:11]2[C:15]=1[CH2:14][CH2:13][CH2:12]2)[CH3:2].[F:38][C:39]1[CH:46]=[CH:45][C:42]([CH2:43]O)=[CH:41][CH:40]=1.C1(P(C2C=CC=CC=2)C2C=CC=CC=2)C=CC=CC=1.N(C(OCC)=O)=NC(OCC)=O. (4) Given the product [CH3:1][C:2]1[C:6]2[CH:7]=[CH:8][CH:9]=[CH:10][C:5]=2[S:4][C:3]=1[S:11]([Cl:17])(=[O:14])=[O:12], predict the reactants needed to synthesize it. The reactants are: [CH3:1][C:2]1[C:6]2[CH:7]=[CH:8][CH:9]=[CH:10][C:5]=2[S:4][C:3]=1[S:11]([OH:14])(=O)=[O:12].O=P(Cl)(Cl)[Cl:17]. (5) Given the product [CH3:23][CH:19]1[CH2:20][CH2:21][CH2:22][N:18]1[C:14]1[N:13]=[C:12]([NH:11][C:4]2[C:5]3[N:6]([CH:8]=[CH:9][N:10]=3)[N:7]=[C:2]([C:30]3[CH:31]=[C:26]([CH2:25][OH:24])[CH:27]=[CH:28][CH:29]=3)[CH:3]=2)[CH:17]=[CH:16][CH:15]=1, predict the reactants needed to synthesize it. The reactants are: Cl[C:2]1[CH:3]=[C:4]([NH:11][C:12]2[CH:17]=[CH:16][CH:15]=[C:14]([N:18]3[CH2:22][CH2:21][CH2:20][CH:19]3[CH3:23])[N:13]=2)[C:5]2[N:6]([CH:8]=[CH:9][N:10]=2)[N:7]=1.[OH:24][CH2:25][C:26]1[CH:27]=[C:28](B(O)O)[CH:29]=[CH:30][CH:31]=1.CC(C1C=C(C(C)C)C(C2C=CC=CC=2P(C2CCCCC2)C2CCCCC2)=C(C(C)C)C=1)C.C([O-])([O-])=O.[K+].[K+]. (6) Given the product [Br:1][C:2]1[CH:7]=[C:6]([O:10][CH3:9])[CH:5]=[CH:4][N:3]=1, predict the reactants needed to synthesize it. The reactants are: [Br:1][C:2]1[CH:7]=[C:6](Cl)[CH:5]=[CH:4][N:3]=1.[CH3:9][O-:10].[Na+].